Predict which catalyst facilitates the given reaction. From a dataset of Catalyst prediction with 721,799 reactions and 888 catalyst types from USPTO. (1) Product: [F:15][C:16]1[CH:17]=[CH:18][C:19]2[N:20]([N:22]=[C:23]([C:37]3[CH:38]=[CH:39][CH:40]=[CH:41][CH:42]=3)[C:24]=2[CH2:25][C:26]2[N:31]=[C:30]([C:32]([O:34][CH3:35])=[O:33])[CH:29]=[CH:28][CH:27]=2)[CH:21]=1. Reactant: C([SiH](CC)CC)C.FC(F)(F)C(O)=O.[F:15][C:16]1[CH:17]=[CH:18][C:19]2[N:20]([N:22]=[C:23]([C:37]3[CH:42]=[CH:41][CH:40]=[CH:39][CH:38]=3)[C:24]=2[CH:25](O)[C:26]2[N:31]=[C:30]([C:32]([O:34][CH3:35])=[O:33])[CH:29]=[CH:28][CH:27]=2)[CH:21]=1.C(=O)(O)[O-].[Na+]. The catalyst class is: 4. (2) Reactant: [CH2:1]([O:5][C:6]1[CH:10]=[C:9](/[CH:11]=[CH:12]/[C:13](O)=[O:14])[N:8]([CH2:16][C:17]2[CH:22]=[CH:21][C:20]([C:23]([F:26])([F:25])[F:24])=[CH:19][C:18]=2[Cl:27])[N:7]=1)[CH2:2][CH2:3][CH3:4].[CH3:28][CH:29]([CH3:36])[CH2:30][CH2:31][S:32]([NH2:35])(=[O:34])=[O:33].N12CCCN=C1CCCCC2.Cl. Product: [CH2:1]([O:5][C:6]1[CH:10]=[C:9](/[CH:11]=[CH:12]/[C:13]([NH:35][S:32]([CH2:31][CH2:30][CH:29]([CH3:36])[CH3:28])(=[O:34])=[O:33])=[O:14])[N:8]([CH2:16][C:17]2[CH:22]=[CH:21][C:20]([C:23]([F:26])([F:25])[F:24])=[CH:19][C:18]=2[Cl:27])[N:7]=1)[CH2:2][CH2:3][CH3:4]. The catalyst class is: 35. (3) Reactant: [CH3:1][CH2:2][CH:3]([NH:6][CH2:7][C:8]1[CH:17]=[CH:16][C:11]([C:12]([O:14][CH3:15])=[O:13])=[CH:10][CH:9]=1)[CH2:4][CH3:5].CCN(CC)CC.[CH3:25][C:26]1[CH:31]=[CH:30][C:29]([S:32](Cl)(=[O:34])=[O:33])=[CH:28][CH:27]=1. The catalyst class is: 4. Product: [CH3:25][C:26]1[CH:31]=[CH:30][C:29]([S:32]([N:6]([CH2:7][C:8]2[CH:9]=[CH:10][C:11]([C:12]([O:14][CH3:15])=[O:13])=[CH:16][CH:17]=2)[CH:3]([CH2:4][CH3:5])[CH2:2][CH3:1])(=[O:34])=[O:33])=[CH:28][CH:27]=1.